From a dataset of Reaction yield outcomes from USPTO patents with 853,638 reactions. Predict the reaction yield, written as a fraction of the theoretical maximum amount of product (1.0 means a 100% yield; for example, 0.34 means a 34% yield). (1) The reactants are Cl.[NH2:2][C:3]1[CH:9]=[CH:8][C:6]([OH:7])=[CH:5][C:4]=1[OH:10].C([O-])(=O)C.[Na+].[C:16](OCC)(OCC)(OCC)[O:17][CH2:18][CH3:19]. The catalyst is C(O)C. The product is [CH2:18]([O:17][C:16]1[O:10][C:4]2[CH:5]=[C:6]([OH:7])[CH:8]=[CH:9][C:3]=2[N:2]=1)[CH3:19]. The yield is 0.600. (2) No catalyst specified. The product is [F:1][C:2]1[CH:16]=[CH:15][C:5]([CH2:6][O:7][C:8]2[N:13]=[CH:12][C:11]([N:14]3[C:21](=[O:22])[CH2:20][CH:18]([C:17]([OH:25])=[O:24])[CH2:19]3)=[CH:10][CH:9]=2)=[CH:4][CH:3]=1. The reactants are [F:1][C:2]1[CH:16]=[CH:15][C:5]([CH2:6][O:7][C:8]2[N:13]=[CH:12][C:11]([NH2:14])=[CH:10][CH:9]=2)=[CH:4][CH:3]=1.[C:17]([OH:25])(=[O:24])[C:18]([CH2:20][C:21](O)=[O:22])=[CH2:19]. The yield is 0.470. (3) The reactants are [CH2:1]([C:5]1[N:9]([C:10]2[CH:15]=[CH:14][CH:13]=[CH:12][CH:11]=2)[N:8]=[C:7]([C:16](OCC)=[O:17])[C:6]=1[CH3:21])[CH:2]([CH3:4])[CH3:3].[H-].C([Al+]CC(C)C)C(C)C.CO.Cl. The catalyst is ClCCl.O. The product is [CH2:1]([C:5]1[N:9]([C:10]2[CH:15]=[CH:14][CH:13]=[CH:12][CH:11]=2)[N:8]=[C:7]([CH:16]=[O:17])[C:6]=1[CH3:21])[CH:2]([CH3:4])[CH3:3]. The yield is 0.850. (4) The reactants are [F:1][C:2]1[CH:31]=[CH:30][C:5]2[C:6]3[N:7]([CH:11]=[C:12]([C:14]4[N:18]([CH:19]([CH3:21])[CH3:20])[N:17]=[C:16]([NH:22]C(=O)OC(C)(C)C)[N:15]=4)[N:13]=3)[CH2:8][CH2:9][O:10][C:4]=2[CH:3]=1.ClCCCl.FC(F)(F)C(O)=O. No catalyst specified. The product is [F:1][C:2]1[CH:31]=[CH:30][C:5]2[C:6]3[N:7]([CH:11]=[C:12]([C:14]4[N:18]([CH:19]([CH3:21])[CH3:20])[N:17]=[C:16]([NH2:22])[N:15]=4)[N:13]=3)[CH2:8][CH2:9][O:10][C:4]=2[CH:3]=1. The yield is 0.120. (5) The reactants are [Cl:1][C:2]1[CH:3]=[C:4]([S:8]([NH:11][C:12]2[CH:20]=[CH:19][C:15]([C:16]([OH:18])=[O:17])=[C:14]([OH:21])[CH:13]=2)(=[O:10])=[O:9])[S:5][C:6]=1[Cl:7].O[CH:23]1[CH2:27][CH2:26][O:25][CH2:24]1. No catalyst specified. The product is [Cl:1][C:2]1[CH:3]=[C:4]([S:8]([NH:11][C:12]2[CH:20]=[CH:19][C:15]([C:16]([O:18][CH:23]3[CH2:27][CH2:26][O:25][CH2:24]3)=[O:17])=[C:14]([OH:21])[CH:13]=2)(=[O:9])=[O:10])[S:5][C:6]=1[Cl:7]. The yield is 0.780. (6) The reactants are [Cl-].O[NH3+:3].[C:4](=[O:7])([O-])[OH:5].[Na+].CS(C)=O.[CH3:13][O:14][C:15]1[CH:20]=[CH:19][C:18]([N:21]2[C:26](=[O:27])[C:25]([CH2:28][C:29]3[CH:34]=[CH:33][C:32]([C:35]4[C:36]([C:41]#[N:42])=[CH:37][CH:38]=[CH:39][CH:40]=4)=[CH:31][CH:30]=3)=[C:24]([CH2:43][CH2:44][CH3:45])[N:23]=[C:22]2[CH3:46])=[CH:17][CH:16]=1. The catalyst is O.C(OCC)(=O)C. The product is [CH3:13][O:14][C:15]1[CH:16]=[CH:17][C:18]([N:21]2[C:26](=[O:27])[C:25]([CH2:28][C:29]3[CH:34]=[CH:33][C:32]([C:35]4[CH:40]=[CH:39][CH:38]=[CH:37][C:36]=4[C:41]4[NH:3][C:4](=[O:7])[O:5][N:42]=4)=[CH:31][CH:30]=3)=[C:24]([CH2:43][CH2:44][CH3:45])[N:23]=[C:22]2[CH3:46])=[CH:19][CH:20]=1. The yield is 0.600. (7) The reactants are [NH2:1][C:2]1[C:3]2[C:10]([C:11]3[CH:12]=[C:13]4[C:17](=[CH:18][CH:19]=3)[N:16]([C:20](=[O:30])[CH2:21][C:22]3[CH:27]=[C:26]([F:28])[CH:25]=[CH:24][C:23]=3[F:29])[CH2:15][CH2:14]4)=[CH:9][N:8]([CH:31]3[CH2:36][CH2:35][N:34](C(OC(C)(C)C)=O)[CH2:33][CH2:32]3)[C:4]=2[N:5]=[CH:6][N:7]=1.Cl.C1(N)C(F)=C(F)C(F)=C(N)C=1F.Cl.Cl. The catalyst is O1CCOCC1. The product is [F:29][C:23]1[CH:24]=[CH:25][C:26]([F:28])=[CH:27][C:22]=1[CH2:21][C:20]([N:16]1[C:17]2[C:13](=[CH:12][C:11]([C:10]3[C:3]4[C:2]([NH2:1])=[N:7][CH:6]=[N:5][C:4]=4[N:8]([CH:31]4[CH2:32][CH2:33][NH:34][CH2:35][CH2:36]4)[CH:9]=3)=[CH:19][CH:18]=2)[CH2:14][CH2:15]1)=[O:30]. The yield is 0.820. (8) The reactants are [CH3:1][C:2]1[N:3]=[C:4]([NH:7][C:8]2[C:15]([O:16][C:17]3[CH:22]=[CH:21][CH:20]=[CH:19][CH:18]=3)=[CH:14][C:11]([CH:12]=[O:13])=[CH:10][N:9]=2)[S:5][CH:6]=1.[BH4-].[Na+].[NH4+].[Cl-]. The catalyst is CCO. The product is [CH3:1][C:2]1[N:3]=[C:4]([NH:7][C:8]2[N:9]=[CH:10][C:11]([CH2:12][OH:13])=[CH:14][C:15]=2[O:16][C:17]2[CH:22]=[CH:21][CH:20]=[CH:19][CH:18]=2)[S:5][CH:6]=1. The yield is 0.874. (9) The yield is 0.800. The catalyst is CC(=O)OCC. The reactants are Cl[C:2]([O:4][C:5]1[CH:10]=[CH:9][CH:8]=[CH:7][CH:6]=1)=[O:3].[CH2:11]([O:13][C:14]([C:16]1[C:21]([O:22][CH2:23][CH3:24])=[C:20]([N:25]2[CH2:30][CH2:29][O:28][CH2:27][CH2:26]2)[N:19]=[C:18]([C:31]2[CH:36]=[CH:35][C:34]([NH2:37])=[CH:33][CH:32]=2)[N:17]=1)=[O:15])[CH3:12]. The product is [CH2:11]([O:13][C:14]([C:16]1[C:21]([O:22][CH2:23][CH3:24])=[C:20]([N:25]2[CH2:26][CH2:27][O:28][CH2:29][CH2:30]2)[N:19]=[C:18]([C:31]2[CH:32]=[CH:33][C:34]([NH:37][C:2]([O:4][C:5]3[CH:10]=[CH:9][CH:8]=[CH:7][CH:6]=3)=[O:3])=[CH:35][CH:36]=2)[N:17]=1)=[O:15])[CH3:12]. (10) The reactants are O[C:2](=[C:7]1[C:12](=[O:13])[O:11][C:10]([CH3:15])(C)OC1=O)[CH2:3][C:4](=O)[CH3:5].[C:17]1([NH:23][NH2:24])[CH:22]=[CH:21][CH:20]=[CH:19][CH:18]=1. The catalyst is CCO.CCOC(C)=O. The product is [CH2:10]([O:11][C:12](=[O:13])[CH2:7][C:2]1[N:23]([C:17]2[CH:22]=[CH:21][CH:20]=[CH:19][CH:18]=2)[N:24]=[C:4]([CH3:5])[CH:3]=1)[CH3:15]. The yield is 0.280.